Dataset: Full USPTO retrosynthesis dataset with 1.9M reactions from patents (1976-2016). Task: Predict the reactants needed to synthesize the given product. (1) The reactants are: [Cl:1][C:2]1[CH:3]=[C:4]([NH2:20])[CH:5]=[C:6]([Cl:19])[C:7]=1[O:8][C:9]1[S:10][C:11]2[CH:17]=[C:16]([Cl:18])[CH:15]=[CH:14][C:12]=2[N:13]=1.[F:21][C:22]([F:35])([F:34])[O:23][C:24]1[CH:29]=[CH:28][C:27]([S:30](Cl)(=[O:32])=[O:31])=[CH:26][CH:25]=1. Given the product [Cl:19][C:6]1[CH:5]=[C:4]([NH:20][S:30]([C:27]2[CH:26]=[CH:25][C:24]([O:23][C:22]([F:21])([F:34])[F:35])=[CH:29][CH:28]=2)(=[O:32])=[O:31])[CH:3]=[C:2]([Cl:1])[C:7]=1[O:8][C:9]1[S:10][C:11]2[CH:17]=[C:16]([Cl:18])[CH:15]=[CH:14][C:12]=2[N:13]=1, predict the reactants needed to synthesize it. (2) Given the product [Cl:1][C:2]1[C:11]2[C:6](=[CH:7][CH:8]=[CH:9][CH:10]=2)[C:5]2=[N:12][N:13]=[C:14]([C:15]3[CH:20]=[CH:19][CH:18]=[C:17]([O:30][C:29]4[CH:28]=[CH:8][CH:7]=[CH:6][CH:5]=4)[CH:16]=3)[N:4]2[N:3]=1, predict the reactants needed to synthesize it. The reactants are: [Cl:1][C:2]1[C:11]2[C:6](=[CH:7][CH:8]=[CH:9][CH:10]=2)[C:5](=[N:12][NH:13][C:14](=O)[C:15]2[CH:20]=[CH:19][CH:18]=[CH:17][CH:16]=2)[NH:4][N:3]=1.Cl.C(N([CH2:28][CH3:29])CC)C.[OH2:30].